This data is from Peptide-MHC class I binding affinity with 185,985 pairs from IEDB/IMGT. The task is: Regression. Given a peptide amino acid sequence and an MHC pseudo amino acid sequence, predict their binding affinity value. This is MHC class I binding data. (1) The peptide sequence is AYEHKNRSRL. The MHC is HLA-A24:02 with pseudo-sequence HLA-A24:02. The binding affinity (normalized) is 0.0585. (2) The peptide sequence is FQAGMRLYF. The MHC is HLA-B39:01 with pseudo-sequence HLA-B39:01. The binding affinity (normalized) is 0.519.